From a dataset of Reaction yield outcomes from USPTO patents with 853,638 reactions. Predict the reaction yield, written as a fraction of the theoretical maximum amount of product (1.0 means a 100% yield; for example, 0.34 means a 34% yield). (1) The reactants are [NH2:1][C:2]1[CH:33]=[CH:32][C:5]([O:6][C:7]2[CH:12]=[CH:11][N:10]=[C:9]3[CH:13]=[C:14]([C:16]4[CH:17]=[N:18][N:19]([CH2:21][CH2:22][N:23]([CH3:31])[C:24](=[O:30])[O:25][C:26]([CH3:29])([CH3:28])[CH3:27])[CH:20]=4)[S:15][C:8]=23)=[C:4]([F:34])[CH:3]=1.FC1C=C(NC(NC(=O)CC2C=CC=CC=2)=S)C=CC=1OC1C=CN=C2C=C(C3C=CC(S(C)(=O)=O)=CC=3)SC=12.[CH3:75][O:76][C:77]1[CH:82]=[CH:81][CH:80]=[CH:79][C:78]=1[CH2:83][C:84]([N:86]=[C:87]=[S:88])=[O:85]. No catalyst specified. The product is [F:34][C:4]1[CH:3]=[C:2]([NH:1][C:87]([NH:86][C:84](=[O:85])[CH2:83][C:78]2[CH:79]=[CH:80][CH:81]=[CH:82][C:77]=2[O:76][CH3:75])=[S:88])[CH:33]=[CH:32][C:5]=1[O:6][C:7]1[CH:12]=[CH:11][N:10]=[C:9]2[CH:13]=[C:14]([C:16]3[CH:17]=[N:18][N:19]([CH2:21][CH2:22][N:23]([CH3:31])[C:24](=[O:30])[O:25][C:26]([CH3:27])([CH3:28])[CH3:29])[CH:20]=3)[S:15][C:8]=12. The yield is 0.900. (2) The reactants are [CH3:1][C:2]1[CH:3]=[CH:4][C:5]([N:38]([CH3:43])[S:39]([CH3:42])(=[O:41])=[O:40])=[C:6]([CH:37]=1)[CH2:7][N:8]1[C:12]2[N:13]=[C:14]([NH:17][C:18]3[CH:23]=[CH:22][C:21]([N:24]4[CH2:29][CH2:28][N:27](C(OC(C)(C)C)=O)[CH2:26][CH2:25]4)=[CH:20][CH:19]=3)[N:15]=[CH:16][C:11]=2[CH:10]=[CH:9]1.FC(F)(F)C(O)=O.CO.C(Cl)Cl.C([O-])(O)=O.[Na+]. The catalyst is ClCCl.O. The product is [CH3:43][N:38]([C:5]1[CH:4]=[CH:3][C:2]([CH3:1])=[CH:37][C:6]=1[CH2:7][N:8]1[C:12]2[N:13]=[C:14]([NH:17][C:18]3[CH:19]=[CH:20][C:21]([N:24]4[CH2:25][CH2:26][NH:27][CH2:28][CH2:29]4)=[CH:22][CH:23]=3)[N:15]=[CH:16][C:11]=2[CH:10]=[CH:9]1)[S:39]([CH3:42])(=[O:41])=[O:40]. The yield is 0.890. (3) The reactants are [NH2:1][C:2]1[N:3]=[C:4]([CH3:21])[C:5]2[CH:11]=[CH:10][C:9](=[O:12])[N:8]([C@H:13]3[CH2:18][CH2:17][C@H:16]([O:19][CH3:20])[CH2:15][CH2:14]3)[C:6]=2[N:7]=1.[Br:22]N1C(=O)CCC1=O. The catalyst is CN(C)C=O.COC(C)(C)C. The product is [NH2:1][C:2]1[N:3]=[C:4]([CH3:21])[C:5]2[CH:11]=[C:10]([Br:22])[C:9](=[O:12])[N:8]([C@H:13]3[CH2:14][CH2:15][C@H:16]([O:19][CH3:20])[CH2:17][CH2:18]3)[C:6]=2[N:7]=1. The yield is 0.970.